From a dataset of Full USPTO retrosynthesis dataset with 1.9M reactions from patents (1976-2016). Predict the reactants needed to synthesize the given product. (1) Given the product [N:6]1[C:7]2[C:12](=[CH:11][CH:10]=[CH:9][CH:8]=2)[CH:13]=[CH:14][C:5]=1[C:3]1[NH:2][C:20](=[O:34])[S:21][N:4]=1, predict the reactants needed to synthesize it. The reactants are: O[NH:2][C:3]([C:5]1[CH:14]=[CH:13][C:12]2[C:7](=[CH:8][CH:9]=[CH:10][CH:11]=2)[N:6]=1)=[NH:4].C1N=CN([C:20](N2C=NC=C2)=[S:21])C=1.O.B(F)(F)F.CC[O:34]CC. (2) Given the product [Cl:14][C:15]1[C:20]([Cl:21])=[CH:19][CH:18]=[CH:17][C:16]=1[O:11][CH:10]1[CH2:9][CH2:8][N:7]([CH3:12])[CH2:6][C:5]2[O:13][C:2]([CH3:1])=[CH:3][C:4]1=2, predict the reactants needed to synthesize it. The reactants are: [CH3:1][C:2]1[O:13][C:5]2[CH2:6][N:7]([CH3:12])[CH2:8][CH2:9][CH:10]([OH:11])[C:4]=2[CH:3]=1.[Cl:14][C:15]1[C:20]([Cl:21])=[CH:19][CH:18]=[CH:17][C:16]=1F. (3) The reactants are: [CH3:1][C:2]1[O:6][C:5]([C:7]2[CH:12]=[CH:11][CH:10]=[CH:9][CH:8]=2)=[N:4][C:3]=1[CH2:13][C:14]#[N:15].C([O-])(=O)C.[Na+].[H][H]. Given the product [CH3:1][C:2]1[O:6][C:5]([C:7]2[CH:12]=[CH:11][CH:10]=[CH:9][CH:8]=2)=[N:4][C:3]=1[CH2:13][CH2:14][NH2:15], predict the reactants needed to synthesize it.